Dataset: Forward reaction prediction with 1.9M reactions from USPTO patents (1976-2016). Task: Predict the product of the given reaction. The product is: [C:17]([O:16][CH2:15][CH2:14][CH2:13][N:8]1[C:7](=[O:23])[C:6]2[NH:24][CH:3]=[CH:4][C:5]=2[N:10]([CH3:11])[C:9]1=[O:12])(=[O:18])[CH3:22]. Given the reactants CN(C)[CH:3]=[CH:4][C:5]1[N:10]([CH3:11])[C:9](=[O:12])[N:8]([CH2:13][CH2:14][CH2:15][O:16][CH:17]2[CH2:22]CCC[O:18]2)[C:7](=[O:23])[C:6]=1[N+:24]([O-])=O, predict the reaction product.